Dataset: Peptide-MHC class II binding affinity with 134,281 pairs from IEDB. Task: Regression. Given a peptide amino acid sequence and an MHC pseudo amino acid sequence, predict their binding affinity value. This is MHC class II binding data. (1) The peptide sequence is LSADQISTVQASFDKVK. The MHC is HLA-DQA10102-DQB10602 with pseudo-sequence HLA-DQA10102-DQB10602. The binding affinity (normalized) is 0.642. (2) The peptide sequence is SQDLELSWNLNGLQTY. The MHC is HLA-DQA10101-DQB10501 with pseudo-sequence HLA-DQA10101-DQB10501. The binding affinity (normalized) is 0.986. (3) The peptide sequence is MDKRMKSLAMTAFFG. The MHC is H-2-IAb with pseudo-sequence H-2-IAb. The binding affinity (normalized) is 0.314. (4) The peptide sequence is VAVIWYDGSNKYYAD. The MHC is HLA-DQA10102-DQB10602 with pseudo-sequence HLA-DQA10102-DQB10602. The binding affinity (normalized) is 0.207. (5) The MHC is DRB1_0101 with pseudo-sequence DRB1_0101. The peptide sequence is KSELMDLASDLEKLK. The binding affinity (normalized) is 0.591. (6) The peptide sequence is YTGRLSQAQLMPSPP. The MHC is HLA-DQA10301-DQB10302 with pseudo-sequence HLA-DQA10301-DQB10302. The binding affinity (normalized) is 0.0550.